From a dataset of Forward reaction prediction with 1.9M reactions from USPTO patents (1976-2016). Predict the product of the given reaction. Given the reactants [F:1][C:2]([F:15])([F:14])[O:3][C:4]1[CH:9]=[CH:8][C:7]([C:10](=[O:13])[CH:11]=[CH2:12])=[CH:6][CH:5]=1.[CH3:16][OH:17], predict the reaction product. The product is: [CH3:16][O:17][CH2:12][CH2:11][C:10]([C:7]1[CH:6]=[CH:5][C:4]([O:3][C:2]([F:14])([F:15])[F:1])=[CH:9][CH:8]=1)=[O:13].